Task: Regression. Given a peptide amino acid sequence and an MHC pseudo amino acid sequence, predict their binding affinity value. This is MHC class II binding data.. Dataset: Peptide-MHC class II binding affinity with 134,281 pairs from IEDB (1) The peptide sequence is PPPPQLGASPYKLGP. The MHC is DRB1_1201 with pseudo-sequence DRB1_1201. The binding affinity (normalized) is 0.0687. (2) The peptide sequence is EGKPTEKHIQIRSTN. The MHC is DRB1_0401 with pseudo-sequence DRB1_0401. The binding affinity (normalized) is 0.